The task is: Predict the product of the given reaction.. This data is from Forward reaction prediction with 1.9M reactions from USPTO patents (1976-2016). (1) The product is: [Br:1][C:2]1[CH:3]=[CH:4][C:5]([C:8]([N:10]([C@@H:12]2[CH2:17][CH2:16][N:15]([C:37]([CH:34]3[CH2:33][CH2:32][N:31]([C:29]([CH:26]4[CH2:28][CH2:27]4)=[O:30])[CH2:36][CH2:35]3)=[O:38])[CH2:14][C@H:13]2[C:18]2[CH:23]=[CH:22][C:21]([Cl:24])=[C:20]([Cl:25])[CH:19]=2)[CH3:11])=[O:9])=[N:6][CH:7]=1. Given the reactants [Br:1][C:2]1[CH:3]=[CH:4][C:5]([C:8]([N:10]([C@@H:12]2[CH2:17][CH2:16][NH:15][CH2:14][C@H:13]2[C:18]2[CH:23]=[CH:22][C:21]([Cl:24])=[C:20]([Cl:25])[CH:19]=2)[CH3:11])=[O:9])=[N:6][CH:7]=1.[CH:26]1([C:29]([N:31]2[CH2:36][CH2:35][CH:34]([C:37](O)=[O:38])[CH2:33][CH2:32]2)=[O:30])[CH2:28][CH2:27]1, predict the reaction product. (2) Given the reactants [NH2:1][C:2]1[CH:3]=[C:4]2[C:8](=[CH:9][CH:10]=1)[NH:7][C:6](=[O:11])[CH2:5]2.N1C=CC=CC=1.Cl[C:19]([CH2:21][O:22][C:23](=[O:25])[CH3:24])=[O:20], predict the reaction product. The product is: [O:11]=[C:6]1[CH2:5][C:4]2[C:8](=[CH:9][CH:10]=[C:2]([NH:1][C:19]([CH2:21][O:22][C:23](=[O:25])[CH3:24])=[O:20])[CH:3]=2)[NH:7]1. (3) Given the reactants [C:1]1([CH3:11])[CH:6]=[CH:5][CH:4]=[C:3]([CH2:7][C:8](O)=[O:9])[CH:2]=1.N#[N+][O-].Cl.[CH3:16][N:17](C)[OH:18].[CH2:20](Cl)CCl.C1C=NC2N(O)N=NC=2C=1.CCN(C(C)C)C(C)C, predict the reaction product. The product is: [CH3:20][O:18][N:17]([CH3:16])[C:8](=[O:9])[CH2:7][C:3]1[CH:4]=[CH:5][CH:6]=[C:1]([CH3:11])[CH:2]=1.